This data is from Full USPTO retrosynthesis dataset with 1.9M reactions from patents (1976-2016). The task is: Predict the reactants needed to synthesize the given product. (1) Given the product [NH2:10][C@H:11]([C:15]1[CH:20]=[CH:19][CH:18]=[CH:17][CH:16]=1)[CH2:12][C:13]#[N:14], predict the reactants needed to synthesize it. The reactants are: C(OC(=O)[NH:10][C@H:11]([C:15]1[CH:20]=[CH:19][CH:18]=[CH:17][CH:16]=1)[CH2:12][C:13]#[N:14])C1C=CC=CC=1. (2) Given the product [OH:16][C:15]([C:2]1[CH:7]=[CH:6][C:5]([Sn:22]([CH2:23][CH2:24][CH2:25][CH3:26])([CH2:27][CH2:28][CH2:29][CH3:30])[CH2:18][CH2:19][CH2:20][CH3:21])=[CH:4][N:3]=1)([CH3:17])[CH3:14], predict the reactants needed to synthesize it. The reactants are: Br[C:2]1[CH:7]=[CH:6][C:5](Br)=[CH:4][N:3]=1.C([Li])CCC.[CH3:14][C:15]([CH3:17])=[O:16].[CH2:18]([Sn:22](Cl)([CH2:27][CH2:28][CH2:29][CH3:30])[CH2:23][CH2:24][CH2:25][CH3:26])[CH2:19][CH2:20][CH3:21]. (3) The reactants are: [CH3:1][C:2]1[N:3]=[CH:4][C:5]2[C:10]([CH:11]=1)=[C:9]([CH2:12][C:13]([OH:15])=O)[CH:8]=[CH:7][CH:6]=2.[F:16][C:17]1[CH:18]=[C:19]([CH:22]=[CH:23][C:24]=1[C:25]([F:28])([F:27])[F:26])[CH2:20][NH2:21].FC(F)(F)OC1C=CC(CN)=CC=1. Given the product [F:16][C:17]1[CH:18]=[C:19]([CH:22]=[CH:23][C:24]=1[C:25]([F:26])([F:27])[F:28])[CH2:20][NH:21][C:13](=[O:15])[CH2:12][C:9]1[CH:8]=[CH:7][CH:6]=[C:5]2[C:10]=1[CH:11]=[C:2]([CH3:1])[N:3]=[CH:4]2, predict the reactants needed to synthesize it. (4) Given the product [C:11]([C:10]1[CH:13]=[CH:14][CH:15]=[CH:16][C:9]=1[C:6]1[N:7]=[CH:8][C:3]([CH2:2][CH:19]([C:18](=[O:17])[CH2:24][CH2:25][CH2:26][CH3:27])[C:20]([O:22][CH3:23])=[O:21])=[CH:4][CH:5]=1)#[N:12], predict the reactants needed to synthesize it. The reactants are: Br[CH2:2][C:3]1[CH:4]=[CH:5][C:6]([C:9]2[CH:16]=[CH:15][CH:14]=[CH:13][C:10]=2[C:11]#[N:12])=[N:7][CH:8]=1.[O:17]=[C:18]([CH2:24][CH2:25][CH2:26][CH3:27])[CH2:19][C:20]([O:22][CH3:23])=[O:21].C(N(C(C)C)CC)(C)C.[Cl-].[Li+]. (5) Given the product [C:1](=[O:12])([S:18][CH2:13][CH2:14][CH:15]([CH3:17])[CH3:16])/[CH:2]=[CH:3]/[CH2:4][CH2:5][CH2:6][CH2:7][CH2:8][CH2:9][CH3:10], predict the reactants needed to synthesize it. The reactants are: [C:1]([OH:12])(=O)/[CH:2]=[CH:3]/[CH2:4][CH2:5][CH2:6][CH2:7][CH2:8][CH2:9][CH3:10].[CH2:13]([SH:18])[CH2:14][CH:15]([CH3:17])[CH3:16]. (6) Given the product [CH3:20][N:9]1[C:10]2[CH:11]=[CH:12][CH:13]=[C:4]3[N:3]([CH2:15][C:16]([O:18][CH3:19])=[O:17])[C:2](=[O:1])[N:6]([C:5]=23)[CH2:7][C:8]1=[O:14], predict the reactants needed to synthesize it. The reactants are: [O:1]=[C:2]1[N:6]2[CH2:7][C:8](=[O:14])[NH:9][C:10]3[CH:11]=[CH:12][CH:13]=[C:4]([C:5]=32)[N:3]1[CH2:15][C:16]([O:18][CH3:19])=[O:17].[C:20](=O)([O-])[O-].[Cs+].[Cs+].IC.